Dataset: Full USPTO retrosynthesis dataset with 1.9M reactions from patents (1976-2016). Task: Predict the reactants needed to synthesize the given product. (1) Given the product [C:13]([C:15]1[N:19]([CH3:20])[C:18]([C:2]2[CH:7]=[CH:6][C:5]([S:8]([NH:11][CH3:12])(=[O:10])=[O:9])=[CH:4][CH:3]=2)=[CH:17][CH:16]=1)#[N:14], predict the reactants needed to synthesize it. The reactants are: Br[C:2]1[CH:7]=[CH:6][C:5]([S:8]([NH:11][CH3:12])(=[O:10])=[O:9])=[CH:4][CH:3]=1.[C:13]([C:15]1[N:19]([CH3:20])[C:18](B(O)O)=[CH:17][CH:16]=1)#[N:14].[F-].[K+].C(P(C(C)(C)C)C(C)(C)C)(C)(C)C. (2) Given the product [CH3:12][CH:13]([CH3:23])[CH2:14][CH2:15][CH2:16][CH2:17][CH2:18][CH2:19][C:20]([O:11][CH2:1][C:2]1[CH:10]=[CH:9][C:8]2[O:7][CH2:6][O:5][C:4]=2[CH:3]=1)=[O:21], predict the reactants needed to synthesize it. The reactants are: [CH2:1]([OH:11])[C:2]1[CH:10]=[CH:9][C:8]2[O:7][CH2:6][O:5][C:4]=2[CH:3]=1.[CH3:12][CH:13]([CH3:23])[CH2:14][CH2:15][CH2:16][CH2:17][CH2:18][CH2:19][C:20](O)=[O:21].O. (3) The reactants are: [CH3:1][O:2][C:3]1[CH:4]=[C:5]([CH:16]=[CH:17][CH:18]=1)[C:6](=[NH:15])[NH:7][C:8]1[CH:13]=[CH:12][CH:11]=[CH:10][C:9]=1[CH3:14].Cl[CH2:20][CH:21]=O.C(=O)(O)[O-].[Na+]. Given the product [CH3:1][O:2][C:3]1[CH:4]=[C:5]([C:6]2[N:7]([C:8]3[CH:13]=[CH:12][CH:11]=[CH:10][C:9]=3[CH3:14])[CH:20]=[CH:21][N:15]=2)[CH:16]=[CH:17][CH:18]=1, predict the reactants needed to synthesize it. (4) Given the product [C:1]1([C:7]2[C:12]([C:13]3[CH:14]=[CH:15][CH:16]=[CH:17][CH:18]=3)=[N:11][CH:10]=[CH:9][N:8]=2)[CH:6]=[CH:5][CH:4]=[CH:3][CH:2]=1, predict the reactants needed to synthesize it. The reactants are: [C:1]1([C:7]2[C:12]([C:13]3[CH:18]=[CH:17][CH:16]=[CH:15][CH:14]=3)=[N:11][CH2:10][CH2:9][N:8]=2)[CH:6]=[CH:5][CH:4]=[CH:3][CH:2]=1.[OH-].[K+]. (5) Given the product [Br:1][C:2]1[C:22](=[O:23])[C:21](=[O:26])[C:5]2[C:6]([C:9](=[O:10])[C:11]3[CH:16]=[CH:15][C:14]([O:17][CH3:18])=[C:13]([O:19][CH3:20])[CH:12]=3)=[CH:7][O:8][C:4]=2[C:3]=1[Br:24], predict the reactants needed to synthesize it. The reactants are: [Br:1][C:2]1[C:22]([OH:23])=[CH:21][C:5]2[C:6]([C:9]([C:11]3[CH:16]=[CH:15][C:14]([O:17][CH3:18])=[C:13]([O:19][CH3:20])[CH:12]=3)=[O:10])=[CH:7][O:8][C:4]=2[C:3]=1[Br:24].[N+]([O-])(O)=[O:26].O.C(Cl)(Cl)Cl.CO. (6) Given the product [CH3:17][C:16]1[C:12]2[CH:11]=[C:10]([NH:9][C:5]3[CH:4]=[CH:3][CH:8]=[CH:7][N:27]=3)[CH:26]=[CH:25][C:13]=2[S:14][C:15]=1[C:18]1[CH:23]=[CH:22][N:21]=[C:20]([NH2:24])[N:19]=1, predict the reactants needed to synthesize it. The reactants are: CO[C:3]1[CH:4]=[C:5]([NH:9][C:10]2[CH:26]=[CH:25][C:13]3[S:14][C:15]([C:18]4[CH:23]=[CH:22][N:21]=[C:20]([NH2:24])[N:19]=4)=[C:16]([CH3:17])[C:12]=3[CH:11]=2)C=[CH:7][CH:8]=1.[N:27]1C=CC=CC=1N.COC1C=C(C=CC=1)N. (7) Given the product [CH3:1][O:2][C@:3]1([C@@H:22]2[CH2:26][S:25][C:24](=[O:27])[N:23]2[CH2:28][C:29]2[CH:30]=[CH:31][C:32]([O:35][CH3:36])=[CH:33][CH:34]=2)[CH2:19][C@H:18]2[CH2:20][C@@H:5]([CH2:6][CH2:7][CH2:8][CH2:9][CH2:10][CH2:11][CH2:12][CH2:13][CH2:14][CH2:15][C:16](=[O:21])[O:17]2)[O:4]1, predict the reactants needed to synthesize it. The reactants are: [CH3:1][O:2][C@:3]1([C@@H:22]2[CH2:26][S:25][C:24](=[O:27])[N:23]2[CH2:28][C:29]2[CH:34]=[CH:33][C:32]([O:35][CH3:36])=[CH:31][CH:30]=2)[CH2:19][C@H:18]2[CH2:20][C@@H:5]([CH2:6][CH2:7][CH2:8][CH:9]=[CH:10][CH2:11][CH2:12][CH2:13][CH2:14][CH2:15][C:16](=[O:21])[O:17]2)[O:4]1.CO[C@]1([C@@H]2CSC(=O)N2CC2C=CC(OC)=CC=2)C[C@H]2C[C@@H](CCCC=CCCC(C)=CC(=O)O2)O1. (8) Given the product [ClH:16].[CH3:15][O:14][CH:11]1[CH2:12][CH2:13][NH:8][CH2:9][CH2:10]1, predict the reactants needed to synthesize it. The reactants are: C(OC([N:8]1[CH2:13][CH2:12][CH:11]([O:14][CH3:15])[CH2:10][CH2:9]1)=O)(C)(C)C.[ClH:16].C(OCC)(=O)C. (9) Given the product [Cl:21][C:22]1[CH:27]=[CH:26][C:25]([S:28]([NH:31][C@H:32]2[CH2:37][CH2:36][CH2:35][CH2:34][C@@H:33]2[C:38]([NH2:40])=[O:39])(=[O:29])=[O:30])=[CH:24][CH:23]=1, predict the reactants needed to synthesize it. The reactants are: ClC1C=CC(S(N[C@H]2CCCC[C@@H]2C(O)=O)(=O)=O)=CC=1.[Cl:21][C:22]1[CH:27]=[CH:26][C:25]([S:28]([NH:31][C@H:32]2[CH2:37][CH2:36][CH2:35][CH2:34][C@H:33]2[C:38]([NH2:40])=[O:39])(=[O:30])=[O:29])=[CH:24][CH:23]=1.